This data is from Reaction yield outcomes from USPTO patents with 853,638 reactions. The task is: Predict the reaction yield, written as a fraction of the theoretical maximum amount of product (1.0 means a 100% yield; for example, 0.34 means a 34% yield). The reactants are [N:1]12[CH2:8][CH2:7][C:4]([C:9]([C:17]3[CH:22]=[CH:21][CH:20]=[CH:19][CH:18]=3)([C:11]3[CH:16]=[CH:15][CH:14]=[CH:13][CH:12]=3)[OH:10])([CH2:5][CH2:6]1)[CH2:3][CH2:2]2.[C:23]1([O:29][CH2:30][CH2:31][CH2:32][Br:33])[CH:28]=[CH:27][CH:26]=[CH:25][CH:24]=1. The catalyst is CC#N. The product is [Br-:33].[OH:10][C:9]([C:17]1[CH:22]=[CH:21][CH:20]=[CH:19][CH:18]=1)([C:11]1[CH:12]=[CH:13][CH:14]=[CH:15][CH:16]=1)[C:4]12[CH2:5][CH2:6][N+:1]([CH2:32][CH2:31][CH2:30][O:29][C:23]3[CH:28]=[CH:27][CH:26]=[CH:25][CH:24]=3)([CH2:2][CH2:3]1)[CH2:8][CH2:7]2. The yield is 0.860.